From a dataset of Full USPTO retrosynthesis dataset with 1.9M reactions from patents (1976-2016). Predict the reactants needed to synthesize the given product. (1) Given the product [CH3:17][Si:2]([CH3:1])([CH3:16])[O:3][CH2:4][CH2:5][CH2:6][C-:7]1[C:15]2[C:10](=[CH:11][CH:12]=[CH:13][CH:14]=2)[CH:9]=[CH:8]1.[Li+:22], predict the reactants needed to synthesize it. The reactants are: [CH3:1][Si:2]([CH3:17])([CH3:16])[O:3][CH2:4][CH2:5][CH2:6][C:7]1[C:15]2[C:10](=[CH:11][CH:12]=[CH:13][CH:14]=2)[CH2:9][CH:8]=1.C([Li:22])CCC. (2) Given the product [Cl:3][C:4]1[C:5]([F:30])=[C:6]([CH:7]=[CH:8][CH:9]=1)[NH:10][C:11]1[C:20]2[C:15](=[CH:16][C:17]([O:23][CH:59]3[CH2:58][N:57]([C:55]([O:54][C:50]([CH3:53])([CH3:52])[CH3:51])=[O:56])[CH2:60]3)=[C:18]([O:21][CH3:22])[CH:19]=2)[N:14]=[CH:13][N:12]=1, predict the reactants needed to synthesize it. The reactants are: Cl.Cl.[Cl:3][C:4]1[C:5]([F:30])=[C:6]([NH:10][C:11]2[C:20]3[C:15](=[CH:16][C:17]([O:23]C4CCNCC4)=[C:18]([O:21][CH3:22])[CH:19]=3)[N:14]=[CH:13][N:12]=2)[CH:7]=[CH:8][CH:9]=1.C1(P(C2C=CC=CC=2)C2C=CC=CC=2)C=CC=CC=1.[C:50]([O:54][C:55]([N:57]1[CH2:60][CH:59](O)[CH2:58]1)=[O:56])([CH3:53])([CH3:52])[CH3:51].C1(C(C2C=CC=CC=2)N2CC(O)C2)C=CC=CC=1.N(C(OC(C)(C)C)=O)=NC(OC(C)(C)C)=O. (3) Given the product [NH:17]1[C:12]2[CH:13]=[CH:14][CH:15]=[CH:16][C:11]=2[C:9](=[O:10])[CH2:8][CH2:7][C:6]1=[O:5], predict the reactants needed to synthesize it. The reactants are: [H-].[Na+].C([O:5][C:6](=O)[CH2:7][CH2:8][C:9]([C:11]1[CH:16]=[CH:15][CH:14]=[CH:13][C:12]=1[NH2:17])=[O:10])C.O.